Dataset: Reaction yield outcomes from USPTO patents with 853,638 reactions. Task: Predict the reaction yield, written as a fraction of the theoretical maximum amount of product (1.0 means a 100% yield; for example, 0.34 means a 34% yield). The reactants are Br[C:2]1[CH:3]=[C:4]([CH3:13])[C:5](=[O:12])[N:6]([CH2:8][CH:9]2[CH2:11][CH2:10]2)[CH:7]=1.[F:14][C:15]1[CH:36]=[C:35]([F:37])[CH:34]=[CH:33][C:16]=1[O:17][C:18]1[CH:23]=[CH:22][C:21]([NH:24][S:25]([CH2:28][CH3:29])(=[O:27])=[O:26])=[CH:20][C:19]=1B(O)O.[O-]P([O-])([O-])=O.[K+].[K+].[K+].N#N. The catalyst is O1CCOCC1.C1C=CC(P(C2C=CC=CC=2)[C-]2C=CC=C2)=CC=1.C1C=CC(P(C2C=CC=CC=2)[C-]2C=CC=C2)=CC=1.Cl[Pd]Cl.[Fe+2].O. The product is [CH:9]1([CH2:8][N:6]2[C:5](=[O:12])[C:4]([CH3:13])=[CH:3][C:2]([C:23]3[CH:22]=[C:21]([NH:24][S:25]([CH2:28][CH3:29])(=[O:26])=[O:27])[CH:20]=[CH:19][C:18]=3[O:17][C:16]3[CH:33]=[CH:34][C:35]([F:37])=[CH:36][C:15]=3[F:14])=[CH:7]2)[CH2:11][CH2:10]1. The yield is 0.286.